Task: Predict the reaction yield, written as a fraction of the theoretical maximum amount of product (1.0 means a 100% yield; for example, 0.34 means a 34% yield).. Dataset: Reaction yield outcomes from USPTO patents with 853,638 reactions (1) The reactants are [Cl:1][C:2]1[CH:11]=[CH:10][C:9]2[C:8]([OH:12])=[CH:7][CH:6]=[CH:5][C:4]=2[N:3]=1.C(=O)([O-])[O-].[K+].[K+].Br[CH2:20][CH2:21][O:22][CH3:23].O. The catalyst is CC(C)=O. The product is [Cl:1][C:2]1[CH:11]=[CH:10][C:9]2[C:4](=[CH:5][CH:6]=[CH:7][C:8]=2[O:12][CH2:20][CH2:21][O:22][CH3:23])[N:3]=1. The yield is 0.300. (2) The reactants are C[O:2][C:3](=[O:32])[C:4]1[C:9]([C:10]2[CH:15]=[CH:14][C:13]([O:16][CH2:17][C@@H:18]([NH:23][C:24]([O:26][C:27]([CH3:30])([CH3:29])[CH3:28])=[O:25])[CH2:19][CH:20]([CH3:22])[CH3:21])=[CH:12][C:11]=2[F:31])=[CH:8][CH:7]=[N:6][CH:5]=1.CO.O.[OH-].[Li+]. The catalyst is O1CCCC1. The product is [C:27]([O:26][C:24]([NH:23][C@@H:18]([CH2:19][CH:20]([CH3:22])[CH3:21])[CH2:17][O:16][C:13]1[CH:14]=[CH:15][C:10]([C:9]2[C:4]([C:3]([OH:32])=[O:2])=[CH:5][N:6]=[CH:7][CH:8]=2)=[C:11]([F:31])[CH:12]=1)=[O:25])([CH3:30])([CH3:29])[CH3:28]. The yield is 0.530. (3) The reactants are [CH3:1][C:2]1[CH:20]=[C:19]([N+:21]([O-])=O)[CH:18]=[C:17]([CH3:24])[C:3]=1[O:4][C:5]1[CH:6]=[C:7]2[C:11](=[CH:12][CH:13]=1)[NH:10][N:9]=[C:8]2[CH:14]([CH3:16])[CH3:15]. The catalyst is C(O)C.[Pd]. The product is [NH2:21][C:19]1[CH:20]=[C:2]([CH3:1])[C:3]([O:4][C:5]2[CH:6]=[C:7]3[C:11](=[CH:12][CH:13]=2)[NH:10][N:9]=[C:8]3[CH:14]([CH3:15])[CH3:16])=[C:17]([CH3:24])[CH:18]=1. The yield is 0.310. (4) The reactants are [ClH:1].[OH:2][NH:3][C:4]([C@@H:6]([N:30]1[CH2:35][CH2:34][N:33]([S:36]([CH3:39])(=[O:38])=[O:37])[CH2:32][CH2:31]1)[CH2:7][NH:8][C:9](=[O:29])[C:10]1[CH:15]=[CH:14][C:13]([O:16][CH2:17][C:18]2[C:27]3[C:22](=[CH:23][CH:24]=[CH:25][CH:26]=3)[N:21]=[C:20]([CH3:28])[CH:19]=2)=[CH:12][CH:11]=1)=[O:5]. The catalyst is C(O)(C)C. The product is [ClH:1].[ClH:1].[OH:2][NH:3][C:4]([C@@H:6]([N:30]1[CH2:35][CH2:34][N:33]([S:36]([CH3:39])(=[O:38])=[O:37])[CH2:32][CH2:31]1)[CH2:7][NH:8][C:9](=[O:29])[C:10]1[CH:15]=[CH:14][C:13]([O:16][CH2:17][C:18]2[C:27]3[C:22](=[CH:23][CH:24]=[CH:25][CH:26]=3)[N:21]=[C:20]([CH3:28])[CH:19]=2)=[CH:12][CH:11]=1)=[O:5]. The yield is 0.340. (5) The reactants are [CH3:1][N:2]1[CH:6]=[CH:5][N:4]=[C:3]1[CH:7]1[C:12]2=[N:13][NH:14][C:15](=[O:20])[C:16]3[CH:17]=[CH:18][CH:19]=[C:10]([C:11]=32)[NH:9][CH:8]1[C:21]1[CH:28]=[CH:27][C:24]([CH:25]=O)=[CH:23][CH:22]=1.[C:29](O)(=O)C.[BH3-][C:34]#[N:35].[Na+]. The catalyst is C(#N)C. The product is [CH3:29][N:35]([CH2:25][C:24]1[CH:27]=[CH:28][C:21]([CH:8]2[NH:9][C:10]3[C:11]4[C:12](=[N:13][NH:14][C:15](=[O:20])[C:16]=4[CH:17]=[CH:18][CH:19]=3)[CH:7]2[C:3]2[N:2]([CH3:1])[CH:6]=[CH:5][N:4]=2)=[CH:22][CH:23]=1)[CH3:34]. The yield is 0.340.